Task: Predict the product of the given reaction.. Dataset: Forward reaction prediction with 1.9M reactions from USPTO patents (1976-2016) (1) Given the reactants CC1(C)CCCC(C)(C)N1.[Li]CCCC.[C:16]([C:20]1[CH:25]=[CH:24][C:23]([NH:26][C:27](=[O:35])[C:28]2[CH:33]=[CH:32][CH:31]=[N:30][C:29]=2[F:34])=[CH:22][CH:21]=1)([CH3:19])([CH3:18])[CH3:17].CN([CH:39]=[O:40])C.Cl.C([O-])([O-])=O.[Na+].[Na+], predict the reaction product. The product is: [C:16]([C:20]1[CH:21]=[CH:22][C:23]([N:26]2[CH:39]([OH:40])[C:33]3[CH:32]=[CH:31][N:30]=[C:29]([F:34])[C:28]=3[C:27]2=[O:35])=[CH:24][CH:25]=1)([CH3:19])([CH3:17])[CH3:18]. (2) Given the reactants N1C=CC(N)=C(N)C=1.C(Cl)Cl.[Cl:12][C:13]1[CH:18]=[CH:17][C:16]([N:19]=[C:20]=[O:21])=[CH:15][CH:14]=1.C1C[O:25][CH2:24][CH2:23]1, predict the reaction product. The product is: [Cl:12][C:13]1[CH:18]=[CH:17][C:16]([NH:19][C:20]([O:25][CH2:24][CH3:23])=[O:21])=[CH:15][CH:14]=1. (3) Given the reactants N1C=CC=CC=1.CO[C:9]1[C:14]([CH3:15])=[CH:13][C:12]([S:16]([Cl:19])(=[O:18])=[O:17])=[CH:11][CH:10]=1.[NH2:20][C:21]1[CH:22]=[C:23]([CH2:30][N:31]2[CH2:36][CH2:35][N:34](C(OC(C)(C)C)=O)[CH2:33][CH:32]2[CH3:44])[C:24]2[O:28][CH:27]=[CH:26][C:25]=2[CH:29]=1.[ClH:45].C[CH2:47][O:48]CC, predict the reaction product. The product is: [ClH:19].[ClH:45].[CH3:47][O:48][C:11]1[CH:10]=[CH:9][C:14]([CH3:15])=[CH:13][C:12]=1[S:16]([NH:20][C:21]1[CH:22]=[C:23]([CH2:30][N:31]2[CH2:36][CH2:35][NH:34][CH2:33][CH:32]2[CH3:44])[C:24]2[O:28][CH:27]=[CH:26][C:25]=2[CH:29]=1)(=[O:17])=[O:18]. (4) Given the reactants [NH2:1][CH2:2][C:3]1[CH:4]=[C:5]([C:10]2[CH:15]=[CH:14][CH:13]=[C:12]([CH2:16][N:17]3[CH2:22][CH2:21][N:20](C(OC(C)(C)C)=O)[C@@H:19]([CH3:30])[CH2:18]3)[CH:11]=2)[CH:6]=[CH:7][C:8]=1[F:9].[Cl:31][C:32]1[CH:33]=[C:34]([C:39]([C:41]2[CH:42]=[C:43]([CH:47]=[CH:48][CH:49]=2)[C:44]([OH:46])=O)=[O:40])[CH:35]=[CH:36][C:37]=1[Cl:38].CN(C(ON1N=NC2C=CC=NC1=2)=[N+](C)C)C.F[P-](F)(F)(F)(F)F.C(N(C(C)C)CC)(C)C, predict the reaction product. The product is: [Cl:31][C:32]1[CH:33]=[C:34]([C:39]([C:41]2[CH:42]=[C:43]([CH:47]=[CH:48][CH:49]=2)[C:44]([NH:1][CH2:2][C:3]2[CH:4]=[C:5]([C:10]3[CH:15]=[CH:14][CH:13]=[C:12]([CH2:16][N:17]4[CH2:22][CH2:21][NH:20][C@@H:19]([CH3:30])[CH2:18]4)[CH:11]=3)[CH:6]=[CH:7][C:8]=2[F:9])=[O:46])=[O:40])[CH:35]=[CH:36][C:37]=1[Cl:38]. (5) Given the reactants [Br:1][C:2]1[N:3]=[C:4]([C:33]([CH3:36])([CH3:35])[CH3:34])[N:5](COCC[Si](C)(C)C)[C:6]=1[C:7]1[CH:12]=[CH:11][N:10]=[C:9]([NH:13][CH2:14][C@@H:15]([NH:17][C:18](=[O:24])[O:19][C:20](C)(C)C)[CH3:16])[N:8]=1.Cl.C([O-])(O)=O.[Na+].ClC(OC)=O, predict the reaction product. The product is: [Br:1][C:2]1[N:3]=[C:4]([C:33]([CH3:34])([CH3:36])[CH3:35])[NH:5][C:6]=1[C:7]1[CH:12]=[CH:11][N:10]=[C:9]([NH:13][CH2:14][C@@H:15]([NH:17][C:18](=[O:24])[O:19][CH3:20])[CH3:16])[N:8]=1. (6) Given the reactants Br[C:2]1[CH:7]=[CH:6][C:5]([S:8]([NH:11][CH:12]2[CH2:15][CH:14]([OH:16])[CH2:13]2)(=[O:10])=[O:9])=[CH:4][CH:3]=1.[B:17]1([B:17]2[O:21][C:20]([CH3:23])([CH3:22])[C:19]([CH3:25])([CH3:24])[O:18]2)[O:21][C:20]([CH3:23])([CH3:22])[C:19]([CH3:25])([CH3:24])[O:18]1.C([O-])(=O)C.[K+], predict the reaction product. The product is: [OH:16][CH:14]1[CH2:15][CH:12]([NH:11][S:8]([C:5]2[CH:6]=[CH:7][C:2]([B:17]3[O:21][C:20]([CH3:23])([CH3:22])[C:19]([CH3:25])([CH3:24])[O:18]3)=[CH:3][CH:4]=2)(=[O:10])=[O:9])[CH2:13]1. (7) Given the reactants Cl[CH2:2][C:3]1[N:14]([C@H:15]2[CH2:20][CH2:19][C@H:18]([CH2:21][C:22]#[N:23])[CH2:17][CH2:16]2)[C:6]2=[C:7]3[S:13][CH:12]=[CH:11][C:8]3=[N:9][CH:10]=[C:5]2[N:4]=1.[C:24]([O:28][C:29](=[O:35])[NH:30][S:31]([CH3:34])(=[O:33])=[O:32])([CH3:27])([CH3:26])[CH3:25].C(=O)([O-])[O-].[K+].[K+], predict the reaction product. The product is: [C:24]([O:28][C:29](=[O:35])[N:30]([CH2:2][C:3]1[N:14]([C@H:15]2[CH2:20][CH2:19][C@H:18]([CH2:21][C:22]#[N:23])[CH2:17][CH2:16]2)[C:6]2=[C:7]3[S:13][CH:12]=[CH:11][C:8]3=[N:9][CH:10]=[C:5]2[N:4]=1)[S:31]([CH3:34])(=[O:33])=[O:32])([CH3:27])([CH3:26])[CH3:25]. (8) Given the reactants [C:1]1([C:7]2[CH:12]=[CH:11][CH:10]=[C:9]([C:13]3[CH:18]=[CH:17][CH:16]=[CH:15][CH:14]=3)[CH:8]=2)[CH:6]=[CH:5][CH:4]=[CH:3][CH:2]=1.O.O.[IH:21].II.S(=O)(=O)(O)O, predict the reaction product. The product is: [C:1]1([C:7]2[CH:8]=[C:9]([C:13]3[CH:14]=[CH:15][C:16]([I:21])=[CH:17][CH:18]=3)[CH:10]=[CH:11][CH:12]=2)[CH:2]=[CH:3][CH:4]=[CH:5][CH:6]=1.[C:1]1([C:7]2[CH:8]=[C:9]([C:13]3[CH:14]=[CH:15][CH:16]=[CH:17][CH:18]=3)[CH:10]=[C:11]([I:21])[CH:12]=2)[CH:2]=[CH:3][CH:4]=[CH:5][CH:6]=1.